From a dataset of Forward reaction prediction with 1.9M reactions from USPTO patents (1976-2016). Predict the product of the given reaction. (1) Given the reactants C1(C)C=CC=CC=1.[CH3:8][C:9]1[CH:22]=[C:21]([C:23]([C:25]([F:28])([F:27])[F:26])=[CH2:24])[CH:20]=[CH:19][C:10]=1[NH:11][C:12](=[O:18])[O:13][C:14]([CH3:17])([CH3:16])[CH3:15].[CH2:29]([N+:36]#[C-:37])[C:30]1[CH:35]=[CH:34][CH:33]=[CH:32][CH:31]=1, predict the reaction product. The product is: [CH3:8][C:9]1[CH:22]=[C:21]([C:23]2([C:25]([F:26])([F:27])[F:28])[CH:37]=[N:36][CH:29]([C:30]3[CH:35]=[CH:34][CH:33]=[CH:32][CH:31]=3)[CH2:24]2)[CH:20]=[CH:19][C:10]=1[NH:11][C:12](=[O:18])[O:13][C:14]([CH3:17])([CH3:15])[CH3:16]. (2) Given the reactants [S:1]1[C:5]2[CH2:6][CH2:7][NH:8][CH2:9][CH2:10][C:4]=2[CH:3]=[CH:2]1.C([O-])(O)=O.[Na+].[C:16](O[C:16]([O:18][C:19]([CH3:22])([CH3:21])[CH3:20])=[O:17])([O:18][C:19]([CH3:22])([CH3:21])[CH3:20])=[O:17].O, predict the reaction product. The product is: [C:19]([O:18][C:16]([N:8]1[CH2:9][CH2:10][C:4]2[CH:3]=[CH:2][S:1][C:5]=2[CH2:6][CH2:7]1)=[O:17])([CH3:22])([CH3:21])[CH3:20]. (3) Given the reactants [C:1](Cl)(=[O:19])[CH2:2][CH2:3][CH2:4][CH2:5][CH2:6][CH2:7][CH2:8][CH2:9][CH2:10][CH2:11][CH2:12][CH2:13][CH2:14][CH2:15][CH2:16][CH2:17][CH3:18].[NH2:21][CH:22]([CH2:26][CH:27]([CH3:29])[CH3:28])[C:23]([O-:25])=[O:24].[K+], predict the reaction product. The product is: [C:1]([O:24][C:23](=[O:25])[CH:22]([NH2:21])[CH2:26][CH:27]([CH3:29])[CH3:28])(=[O:19])[CH2:2][CH2:3][CH2:4][CH2:5][CH2:6][CH2:7][CH2:8][CH2:9][CH2:10][CH2:11][CH2:12][CH2:13][CH2:14][CH2:15][CH2:16][CH2:17][CH3:18]. (4) Given the reactants [CH2:1]([O:3][C:4](=[O:11])[CH2:5][CH:6]([OH:10])[CH2:7][CH2:8][CH3:9])[CH3:2].[C:12]([CH2:14][C:15](O)=[O:16])#[N:13].CN(C=O)C.C1(N=C=NC2CCCCC2)CCCCC1, predict the reaction product. The product is: [CH2:1]([O:3][C:4](=[O:11])[CH2:5][CH:6]([O:10][C:15](=[O:16])[CH2:14][C:12]#[N:13])[CH2:7][CH2:8][CH3:9])[CH3:2]. (5) Given the reactants C(N(CC)C(C)C)(C)C.[Cl:10][C:11]1[CH:33]=[CH:32][C:14]([CH2:15][NH:16][C:17]([C:19]2[C:20](=[O:31])[C:21]3[CH:28]=[C:27]([CH2:29]Cl)[O:26][C:22]=3[N:23]([CH3:25])[CH:24]=2)=[O:18])=[CH:13][CH:12]=1.[CH3:34][NH:35][CH2:36][CH:37]([C:39]1[O:40][C:41]([C:44]2[CH:49]=[CH:48][CH:47]=[CH:46][CH:45]=2)=[CH:42][CH:43]=1)[OH:38].O, predict the reaction product. The product is: [Cl:10][C:11]1[CH:33]=[CH:32][C:14]([CH2:15][NH:16][C:17]([C:19]2[C:20](=[O:31])[C:21]3[CH:28]=[C:27]([CH2:29][N:35]([CH2:36][CH:37]([OH:38])[C:39]4[O:40][C:41]([C:44]5[CH:49]=[CH:48][CH:47]=[CH:46][CH:45]=5)=[CH:42][CH:43]=4)[CH3:34])[O:26][C:22]=3[N:23]([CH3:25])[CH:24]=2)=[O:18])=[CH:13][CH:12]=1. (6) The product is: [Br:1][C:2]1[CH:7]=[C:6]([N:16]([CH3:17])[CH3:15])[CH:5]=[N:4][CH:3]=1. Given the reactants [Br:1][C:2]1[CH:3]=[N:4][CH:5]=[C:6](Br)[CH:7]=1.C([O-])([O-])=O.[K+].[K+].[CH3:15][N:16](Cl)[CH3:17], predict the reaction product.